From a dataset of NCI-60 drug combinations with 297,098 pairs across 59 cell lines. Regression. Given two drug SMILES strings and cell line genomic features, predict the synergy score measuring deviation from expected non-interaction effect. (1) Drug 1: CC1=CC=C(C=C1)C2=CC(=NN2C3=CC=C(C=C3)S(=O)(=O)N)C(F)(F)F. Cell line: HL-60(TB). Drug 2: C1CN1P(=S)(N2CC2)N3CC3. Synergy scores: CSS=10.6, Synergy_ZIP=14.3, Synergy_Bliss=5.37, Synergy_Loewe=-43.7, Synergy_HSA=-18.1. (2) Drug 1: C1CN1C2=NC(=NC(=N2)N3CC3)N4CC4. Drug 2: CNC(=O)C1=NC=CC(=C1)OC2=CC=C(C=C2)NC(=O)NC3=CC(=C(C=C3)Cl)C(F)(F)F. Cell line: MDA-MB-231. Synergy scores: CSS=-0.567, Synergy_ZIP=-13.3, Synergy_Bliss=-36.4, Synergy_Loewe=-23.8, Synergy_HSA=-37.1.